This data is from Retrosynthesis with 50K atom-mapped reactions and 10 reaction types from USPTO. The task is: Predict the reactants needed to synthesize the given product. (1) Given the product Cn1cnc2c(Nc3cccc(Cl)c3)ncc(C(=O)N3CCOCC3)c21, predict the reactants needed to synthesize it. The reactants are: C1COCCN1.Cn1cnc2c(Nc3cccc(Cl)c3)ncc(C(=O)O)c21. (2) Given the product O=C1CCC(N2Cc3c(OCc4cc(CN5CCOCC5)no4)cccc3C2=O)C(=O)N1, predict the reactants needed to synthesize it. The reactants are: C1COCCN1.CS(=O)(=O)OCc1cc(COc2cccc3c2CN(C2CCC(=O)NC2=O)C3=O)on1. (3) Given the product Cc1c(N2C[C@@H](N)C(C)(C)C2)c(F)c(N)c2c(=O)c(C(=O)O)cn(C3CC3)c12, predict the reactants needed to synthesize it. The reactants are: Cc1c(N2C[C@@H](NC(=O)C(F)(F)F)C(C)(C)C2)c(F)c(N)c2c(=O)c(C(=O)O)cn(C3CC3)c12. (4) The reactants are: C[C@H]1CN[C@H](C)CN1C(=O)OC(C)(C)C.Cc1cc([N+](=O)[O-])cnc1Cl. Given the product Cc1cc([N+](=O)[O-])cnc1N1C[C@H](C)N(C(=O)OC(C)(C)C)C[C@H]1C, predict the reactants needed to synthesize it. (5) Given the product CC(C)Oc1c(F)c(F)c(N)c2c(=O)c(C(=O)O)cn(C3CC3)c12, predict the reactants needed to synthesize it. The reactants are: CCOC(=O)c1cn(C2CC2)c2c(OC(C)C)c(F)c(F)c(N)c2c1=O. (6) Given the product Cc1ncc(OC(=O)C2(C3CCCCC3)CCCCC2)cn1, predict the reactants needed to synthesize it. The reactants are: Cc1ncc(O)cn1.O=C(Cl)C1(C2CCCCC2)CCCCC1.